From a dataset of Reaction yield outcomes from USPTO patents with 853,638 reactions. Predict the reaction yield, written as a fraction of the theoretical maximum amount of product (1.0 means a 100% yield; for example, 0.34 means a 34% yield). (1) The reactants are C1[CH2:5][O:4][CH2:3][CH2:2]1.[Cl-].COC[P+](C1C=CC=CC=1)(C1C=CC=CC=1)C1C=CC=CC=1.CC(C)([O-])C.[K+].[CH2:35]([O:37][C:38]1(C=O)[CH:43]=[CH:42][C:41]([C:44]2[CH:49]=[CH:48][CH:47]=[C:46]([F:50])[C:45]=2[F:51])=[C:40]([F:52])[CH:39]1[F:53])[CH3:36]. The catalyst is O. The product is [CH2:35]([O:37][C:38]1[CH:43]=[CH:42][C:41]([C:44]2[CH:49]=[CH:48][C:47]([CH:2]=[CH:3][O:4][CH3:5])=[C:46]([F:50])[C:45]=2[F:51])=[C:40]([F:52])[C:39]=1[F:53])[CH3:36]. The yield is 0.945. (2) The reactants are [C:1]([C:5]1[C:13]2[C:8](=[CH:9][CH:10]=[C:11]([N+:14]([O-])=O)[CH:12]=2)[NH:7][CH:6]=1)([CH3:4])([CH3:3])[CH3:2]. The catalyst is CO.[Ni]. The product is [C:1]([C:5]1[C:13]2[C:8](=[CH:9][CH:10]=[C:11]([NH2:14])[CH:12]=2)[NH:7][CH:6]=1)([CH3:4])([CH3:2])[CH3:3]. The yield is 0.190. (3) The product is [CH:37]1([C:40]([N:1]2[CH2:6][CH2:5][CH2:4][C@@H:3]([NH:7][C:8]3[C:16]4[C:11](=[N:12][CH:13]=[CH:14][C:15]=4[O:17][C:18]4[CH:36]=[CH:35][C:21]([C:22]([NH:24][C:25]5[CH:30]=[C:29]([C:31]([F:32])([F:34])[F:33])[CH:28]=[CH:27][N:26]=5)=[O:23])=[CH:20][CH:19]=4)[NH:10][N:9]=3)[CH2:2]2)=[O:41])[CH2:39][CH2:38]1. The catalyst is C(Cl)Cl. The reactants are [NH:1]1[CH2:6][CH2:5][CH2:4][C@@H:3]([NH:7][C:8]2[C:16]3[C:11](=[N:12][CH:13]=[CH:14][C:15]=3[O:17][C:18]3[CH:36]=[CH:35][C:21]([C:22]([NH:24][C:25]4[CH:30]=[C:29]([C:31]([F:34])([F:33])[F:32])[CH:28]=[CH:27][N:26]=4)=[O:23])=[CH:20][CH:19]=3)[NH:10][N:9]=2)[CH2:2]1.[CH:37]1([C:40](O)=[O:41])[CH2:39][CH2:38]1.O.C([O-])(O)=O.[Na+]. The yield is 0.570. (4) The reactants are [CH2:1]1[O:10][C:9]2[CH:8]=[CH:7][C:5]([NH2:6])=[CH:4][C:3]=2[O:2]1.Cl[C:12](OC1C=CC=CC=1)=[O:13].C(N(CC)CC)C.[CH2:28]1[C:36]2[C:31](=[CH:32][CH:33]=[CH:34][CH:35]=2)[CH2:30][NH:29]1. The catalyst is C(Cl)Cl. The product is [CH2:1]1[O:10][C:9]2[CH:8]=[CH:7][C:5]([NH:6][C:12]([N:29]3[CH2:30][C:31]4[C:36](=[CH:35][CH:34]=[CH:33][CH:32]=4)[CH2:28]3)=[O:13])=[CH:4][C:3]=2[O:2]1. The yield is 0.600. (5) The reactants are Br[C:2]1[C:7]2[C:8]3[CH:22]=[C:21]([C:23]4[CH:24]=[N:25][N:26]([CH3:28])[CH:27]=4)[CH:20]=[N:19][C:9]=3[N:10]([CH2:11][O:12][CH2:13][CH2:14][Si:15]([CH3:18])([CH3:17])[CH3:16])[C:6]=2[CH:5]=[N:4][C:3]=1[C:29]#[N:30].[C:31]([O:35][C:36]([N:38]1[CH2:43][CH2:42][CH:41]([SH:44])[CH2:40][CH2:39]1)=[O:37])([CH3:34])([CH3:33])[CH3:32].CC(C)([O-])C.[Na+]. The catalyst is C(COC)OC.C([O-])(=O)C.[Pd+2].C([O-])(=O)C. The product is [C:31]([O:35][C:36]([N:38]1[CH2:43][CH2:42][CH:41]([S:44][C:2]2[C:7]3[C:8]4[CH:22]=[C:21]([C:23]5[CH:24]=[N:25][N:26]([CH3:28])[CH:27]=5)[CH:20]=[N:19][C:9]=4[N:10]([CH2:11][O:12][CH2:13][CH2:14][Si:15]([CH3:18])([CH3:17])[CH3:16])[C:6]=3[CH:5]=[N:4][C:3]=2[C:29]#[N:30])[CH2:40][CH2:39]1)=[O:37])([CH3:34])([CH3:32])[CH3:33]. The yield is 0.680. (6) The reactants are [Cl:1][C:2]1[N:7]=[C:6](Cl)[CH:5]=[CH:4][N:3]=1.[N:9]1([C:15]([O:17][C:18]([CH3:21])([CH3:20])[CH3:19])=[O:16])[CH2:14][CH2:13][NH:12][CH2:11][CH2:10]1.C(=O)([O-])O.[Na+]. The catalyst is C(O)C. The product is [Cl:1][C:2]1[N:7]=[C:6]([N:12]2[CH2:11][CH2:10][N:9]([C:15]([O:17][C:18]([CH3:21])([CH3:20])[CH3:19])=[O:16])[CH2:14][CH2:13]2)[CH:5]=[CH:4][N:3]=1. The yield is 0.400. (7) The yield is 0.130. The reactants are [NH2:1][C@H:2]([C:7]([OH:9])=[O:8])[CH2:3][CH2:4][S:5][CH3:6].[CH3:10][O:11][C:12]1[CH:17]=[CH:16][C:15]([C:18]2[O:22][C:21](=[O:23])[C:20]3([CH2:28][CH2:27][CH2:26][CH2:25][CH2:24]3)[N:19]=2)=[CH:14][CH:13]=1. The catalyst is CN1CCOCC1. The product is [CH3:10][O:11][C:12]1[CH:13]=[CH:14][C:15]([C:18]([NH:19][C:20]2([C:21]([NH:1][C@H:2]([C:7]([OH:9])=[O:8])[CH2:3][CH2:4][S:5][CH3:6])=[O:23])[CH2:24][CH2:25][CH2:26][CH2:27][CH2:28]2)=[O:22])=[CH:16][CH:17]=1. (8) The reactants are [NH2:1][CH:2]([C:6]1[N:11]([CH2:12][C:13]2[CH:18]=[CH:17][CH:16]=[CH:15][CH:14]=2)[C:10](=[O:19])[C:9]([CH3:20])=[C:8]([CH3:21])[N:7]=1)[CH:3]([CH3:5])[CH3:4].Br[CH2:23][C:24](=[O:38])[CH2:25][CH2:26][N:27]1[C:35](=[O:36])[C:34]2[C:29](=[CH:30][CH:31]=[CH:32][CH:33]=2)[C:28]1=[O:37].C(N(CC)C(C)C)(C)C. The catalyst is CN(C=O)C. The product is [CH2:12]([N:11]1[C:10](=[O:19])[C:9]([CH3:20])=[C:8]([CH3:21])[N:7]=[C:6]1[CH:2]([NH:1][CH2:23][C:24](=[O:38])[CH2:25][CH2:26][N:27]1[C:35](=[O:36])[C:34]2[C:29](=[CH:30][CH:31]=[CH:32][CH:33]=2)[C:28]1=[O:37])[CH:3]([CH3:4])[CH3:5])[C:13]1[CH:14]=[CH:15][CH:16]=[CH:17][CH:18]=1. The yield is 0.890.